From a dataset of Reaction yield outcomes from USPTO patents with 853,638 reactions. Predict the reaction yield, written as a fraction of the theoretical maximum amount of product (1.0 means a 100% yield; for example, 0.34 means a 34% yield). (1) No catalyst specified. The reactants are [CH2:1]([O:8][N:9]1[C:15](=[O:16])[N:14]2[CH2:17][C@H:10]1[CH2:11][CH2:12][C@H:13]2[C:18]([OH:20])=O)[C:2]1[CH:7]=[CH:6][CH:5]=[CH:4][CH:3]=1.[O:21]1[CH2:26][CH2:25][CH:24]([C:27]([NH:29][NH2:30])=[O:28])[CH2:23][CH2:22]1. The product is [CH2:1]([O:8][N:9]1[C:15](=[O:16])[N:14]2[CH2:17][C@H:10]1[CH2:11][CH2:12][C@H:13]2[C:18]([NH:30][NH:29][C:27]([CH:24]1[CH2:25][CH2:26][O:21][CH2:22][CH2:23]1)=[O:28])=[O:20])[C:2]1[CH:3]=[CH:4][CH:5]=[CH:6][CH:7]=1. The yield is 0.545. (2) The reactants are [C:1]([O:9][CH:10]([C:14](=O)[CH3:15])[C:11](=O)[CH3:12])(=[O:8])[C:2]1[CH:7]=[CH:6][CH:5]=[CH:4][CH:3]=1.[CH3:17][NH:18][NH2:19]. The catalyst is C(O)C. The product is [C:1]([O:9][C:10]1[C:14]([CH3:15])=[N:19][N:18]([CH3:17])[C:11]=1[CH3:12])(=[O:8])[C:2]1[CH:7]=[CH:6][CH:5]=[CH:4][CH:3]=1. The yield is 0.926. (3) The reactants are [NH2:1][C:2]1[CH:3]=[C:4]([CH:22]=[CH:23][CH:24]=1)[O:5][C:6]1[CH:7]=[CH:8][C:9]2[N:10]([CH:12]=[C:13]([NH:15][C:16](=[O:21])[CH2:17][N:18]([CH3:20])[CH3:19])[N:14]=2)[N:11]=1.[CH3:25][N:26]1[C:30]([C:31](Cl)=[O:32])=[CH:29][C:28]([CH3:34])=[N:27]1. The catalyst is CN1CCCC1=O.[OH-].[Na+]. The product is [CH3:19][N:18]([CH3:20])[CH2:17][C:16]([NH:15][C:13]1[N:14]=[C:9]2[CH:8]=[CH:7][C:6]([O:5][C:4]3[CH:3]=[C:2]([NH:1][C:31]([C:30]4[N:26]([CH3:25])[N:27]=[C:28]([CH3:34])[CH:29]=4)=[O:32])[CH:24]=[CH:23][CH:22]=3)=[N:11][N:10]2[CH:12]=1)=[O:21]. The yield is 0.490.